Dataset: Catalyst prediction with 721,799 reactions and 888 catalyst types from USPTO. Task: Predict which catalyst facilitates the given reaction. (1) Reactant: [OH:1][P:2]([O-:5])([O-:4])=[O:3].[K+:6].[K+].[Mg+2:8].[Cl-:9].[Cl-].C1N=C(N)C2N=CN([C@@H:39]3[O:40][C@H:36]([CH2:35][O:34]P(OP([O:34][CH2:35][C@H:36]4[O:40][C@@H:39](N5C=C(C(N)=O)CC=C5)[C@H:38]([OH:50])[C@@H:37]4[OH:51])(O)=O)(O)=O)[C@@H:37]([OH:51])[C@H:38]3[O:50]P(O)(O)=O)C=2N=1.C1C=[N+]([C@@H]2[O:69][C@H:68](COP(OP(OC[C@H]3O[C@@H](N4C5N=CN=C(N)C=5N=C4)[C@H](OP(O)(O)=O)[C@@H]3O)(O)=O)(O)=O)[C@@H](O)[C@H]2O)C=C(C(N)=O)C=1.[CH2:107]([O:118]P(O)(O)=O)[C@H:108]1[O:113][C@@H:112]([OH:114])[C@H:111]([OH:115])[C@@H:110]([OH:116])[C@@H:109]1[OH:117].C([O-])(=O)CC(CC([O-])=O)(C([O-])=O)O.[Na+].[Na+].[Na+]. Product: [OH:3][P:2]([O-:5])([O-:4])=[O:1].[K+:6].[K+:6].[Mg+2:8].[Cl-:9].[Cl-:9].[CH2:107]([OH:118])[C@H:108]1[O:113][C@H:112]([O:114][C@:36]2([CH2:35][OH:34])[O:40][C@H:39]([CH2:68][OH:69])[C@@H:38]([OH:50])[C@@H:37]2[OH:51])[C@H:111]([OH:115])[C@@H:110]([OH:116])[C@@H:109]1[OH:117]. The catalyst class is: 16. (2) Reactant: Br[CH2:2][CH2:3][CH2:4][CH:5]=[CH2:6].[Na+].[I-].[SH:9][C:10]1[N:14]=[CH:13][NH:12][N:11]=1. Product: [CH2:2]([S:9][C:10]1[N:14]=[CH:13][NH:12][N:11]=1)[CH2:3][CH2:4][CH:5]=[CH2:6]. The catalyst class is: 5.